From a dataset of Catalyst prediction with 721,799 reactions and 888 catalyst types from USPTO. Predict which catalyst facilitates the given reaction. Product: [CH2:36]([C:38]1([OH:42])[CH2:41][N:40]([CH2:25][C:24]2[CH:23]=[CH:22][C:21]([O:20][CH:18]3[CH2:19][N:16]([C:14]([C:12]4[O:13][C:9]([C:6]5[CH:7]=[CH:8][C:3]([O:2][CH3:1])=[CH:4][CH:5]=5)=[N:10][N:11]=4)=[O:15])[CH2:17]3)=[CH:28][CH:27]=2)[CH2:39]1)[CH3:37]. The catalyst class is: 2. Reactant: [CH3:1][O:2][C:3]1[CH:8]=[CH:7][C:6]([C:9]2[O:13][C:12]([C:14]([N:16]3[CH2:19][CH:18]([O:20][C:21]4[CH:28]=[CH:27][C:24]([CH:25]=O)=[CH:23][CH:22]=4)[CH2:17]3)=[O:15])=[N:11][N:10]=2)=[CH:5][CH:4]=1.FC(F)(F)C(O)=O.[CH2:36]([C:38]1([OH:42])[CH2:41][NH:40][CH2:39]1)[CH3:37].CCN(C(C)C)C(C)C.C(O[BH-](OC(=O)C)OC(=O)C)(=O)C.[Na+].